This data is from Full USPTO retrosynthesis dataset with 1.9M reactions from patents (1976-2016). The task is: Predict the reactants needed to synthesize the given product. Given the product [Cl:1][C:2]1[C:10]([CH:11]2[CH2:12][CH2:13]2)=[CH:9][C:5]([C:6]#[N:8])=[C:4]([O:14][CH2:15][CH2:16][O:17][CH:18]([CH3:20])[CH3:19])[N:3]=1, predict the reactants needed to synthesize it. The reactants are: [Cl:1][C:2]1[C:10]([CH:11]2[CH2:13][CH2:12]2)=[CH:9][C:5]([C:6]([NH2:8])=O)=[C:4]([O:14][CH2:15][CH2:16][O:17][CH:18]([CH3:20])[CH3:19])[N:3]=1.O=P(Cl)(Cl)Cl.N1C=CC=CC=1.C([O-])(O)=O.[Na+].